Dataset: Reaction yield outcomes from USPTO patents with 853,638 reactions. Task: Predict the reaction yield, written as a fraction of the theoretical maximum amount of product (1.0 means a 100% yield; for example, 0.34 means a 34% yield). (1) The reactants are C[O:2][C:3](=[O:24])[CH2:4][O:5][C:6]1[CH:11]=[CH:10][C:9]([CH2:12][CH2:13][CH2:14][CH2:15][NH:16][C:17]([O:19][C:20]([CH3:23])([CH3:22])[CH3:21])=[O:18])=[CH:8][CH:7]=1.[OH-].[K+]. The catalyst is CO. The product is [C:20]([O:19][C:17]([NH:16][CH2:15][CH2:14][CH2:13][CH2:12][C:9]1[CH:8]=[CH:7][C:6]([O:5][CH2:4][C:3]([OH:24])=[O:2])=[CH:11][CH:10]=1)=[O:18])([CH3:23])([CH3:21])[CH3:22]. The yield is 0.970. (2) The reactants are [I:1]I.[NH2:3][C:4]1[CH:11]=[CH:10][C:7]([C:8]#[N:9])=[CH:6][CH:5]=1. The catalyst is C(O)C.S([O-])([O-])(=O)=O.[Ag+2]. The product is [NH2:3][C:4]1[CH:11]=[CH:10][C:7]([C:8]#[N:9])=[CH:6][C:5]=1[I:1]. The yield is 0.360. (3) The reactants are C1([C@H](NC(=O)[O:11][C@@H:12]([C:17]2[CH:18]=[N:19][C:20]([CH3:23])=[CH:21][CH:22]=2)[C:13]([F:16])([F:15])[F:14])C)C=CC=CC=1.[O-]CC.[Na+]. The catalyst is C(O)C. The product is [CH3:23][C:20]1[CH:21]=[CH:22][C:17]([C@H:12]([OH:11])[C:13]([F:15])([F:14])[F:16])=[CH:18][N:19]=1. The yield is 0.920. (4) The yield is 0.910. The catalyst is O1CCCC1. The product is [F:1][C:2]1[CH:3]=[C:4]([N:8]2[C:16]3[C:11](=[CH:12][CH:13]=[CH:14][CH:15]=3)[CH:10]=[C:9]2[C:17](=[O:18])[CH3:23])[CH:5]=[CH:6][CH:7]=1. The reactants are [F:1][C:2]1[CH:3]=[C:4]([N:8]2[C:16]3[C:11](=[CH:12][CH:13]=[CH:14][CH:15]=3)[CH:10]=[C:9]2[C:17](N(OC)C)=[O:18])[CH:5]=[CH:6][CH:7]=1.[CH3:23][Mg]Br.CCOCC. (5) The reactants are [CH3:1][C:2]1([CH3:26])[O:6][C@@H:5]([CH2:7][N:8]2[C:16]3[C:11](=[CH:12][C:13]([N+:18]([O-])=O)=[C:14]([F:17])[CH:15]=3)[CH:10]=[C:9]2[C:21]([CH3:25])([CH3:24])[CH2:22][OH:23])[CH2:4][O:3]1. The catalyst is C(O)C. The product is [NH2:18][C:13]1[CH:12]=[C:11]2[C:16](=[CH:15][C:14]=1[F:17])[N:8]([CH2:7][C@H:5]1[CH2:4][O:3][C:2]([CH3:1])([CH3:26])[O:6]1)[C:9]([C:21]([CH3:25])([CH3:24])[CH2:22][OH:23])=[CH:10]2. The yield is 0.910. (6) The reactants are C([O:4][CH2:5][C@@H:6]1[CH2:8][C@H:7]1[C:9]#[C:10][C:11]#[C:12][C:13]1[CH:22]=[CH:21][C:16]([C:17]([O:19]C)=[O:18])=[CH:15][CH:14]=1)(=O)C.[OH-].[Na+]. The catalyst is C1COCC1.O. The product is [OH:4][CH2:5][C@@H:6]1[CH2:8][C@H:7]1[C:9]#[C:10][C:11]#[C:12][C:13]1[CH:14]=[CH:15][C:16]([C:17]([OH:19])=[O:18])=[CH:21][CH:22]=1. The yield is 0.890. (7) The reactants are [CH2:1]([O:3][C:4](=[O:17])[C:5](=O)[CH2:6][C:7]([C:9]1[CH:14]=[CH:13][CH:12]=[C:11]([Cl:15])[CH:10]=1)=[O:8])[CH3:2].Cl.[NH2:19]O. The catalyst is CO. The product is [CH2:1]([O:3][C:4]([C:5]1[CH:6]=[C:7]([C:9]2[CH:14]=[CH:13][CH:12]=[C:11]([Cl:15])[CH:10]=2)[O:8][N:19]=1)=[O:17])[CH3:2]. The yield is 0.710. (8) The reactants are [CH3:1][O:2][C:3]([C:5]1[S:9][C:8]2[C:10]([C:13]3[CH:18]=[CH:17][CH:16]=[C:15]([NH2:19])[CH:14]=3)=[CH:11][S:12][C:7]=2[C:6]=1[O:20][CH2:21][C:22]([O:24][CH2:25][CH3:26])=[O:23])=[O:4].[C:27]1(=O)[CH2:32][CH2:31][CH2:30][CH2:29][CH2:28]1.CC(O)=O.[BH-](OC(C)=O)(OC(C)=O)OC(C)=O.[Na+]. The catalyst is ClCCCl. The product is [CH3:1][O:2][C:3]([C:5]1[S:9][C:8]2[C:10]([C:13]3[CH:18]=[CH:17][CH:16]=[C:15]([NH:19][CH:27]4[CH2:32][CH2:31][CH2:30][CH2:29][CH2:28]4)[CH:14]=3)=[CH:11][S:12][C:7]=2[C:6]=1[O:20][CH2:21][C:22]([O:24][CH2:25][CH3:26])=[O:23])=[O:4]. The yield is 0.830. (9) The reactants are [C:1]([Si:5]([CH3:17])([CH3:16])[N:6]1[C:10]2=[CH:11][CH:12]=[N:13][C:14](I)=[C:9]2[CH:8]=[CH:7]1)([CH3:4])([CH3:3])[CH3:2].[Cl-].[Cl:19][C:20]1[CH:25]=[CH:24][C:23]([S:26]([N:29]([C:33]2[CH:38]=[C:37]([Cl:39])[CH:36]=[CH:35][C:34]=2[CH:40]=[O:41])[CH2:30][O:31][CH3:32])(=[O:28])=[O:27])=[CH:22][C:21]=1[C:42]([F:45])([F:44])[F:43]. The catalyst is C1COCC1. The product is [Cl:19][C:20]1[CH:25]=[CH:24][C:23]([S:26]([N:29]([C:33]2[CH:38]=[C:37]([Cl:39])[CH:36]=[CH:35][C:34]=2[CH:40]([OH:41])[C:10]2[CH:11]=[CH:12][N:13]=[C:14]3[N:6]([Si:5]([C:1]([CH3:4])([CH3:3])[CH3:2])([CH3:17])[CH3:16])[CH:7]=[CH:8][C:9]=23)[CH2:30][O:31][CH3:32])(=[O:27])=[O:28])=[CH:22][C:21]=1[C:42]([F:44])([F:45])[F:43]. The yield is 0.480. (10) The reactants are [H-].[H-].[H-].[H-].[Li+].[Al+3].C([O:9][C:10](=O)[C:11]([CH2:24][O:25][CH2:26][C:27]1[CH:32]=[CH:31][CH:30]=[CH:29][CH:28]=1)([C:17]1[CH:22]=[CH:21][C:20]([Br:23])=[CH:19][CH:18]=1)[C:12](OCC)=[O:13])C. The catalyst is C(OCC)C. The product is [CH2:26]([O:25][CH2:24][C:11]([C:17]1[CH:18]=[CH:19][C:20]([Br:23])=[CH:21][CH:22]=1)([CH2:10][OH:9])[CH2:12][OH:13])[C:27]1[CH:28]=[CH:29][CH:30]=[CH:31][CH:32]=1. The yield is 0.360.